Predict the product of the given reaction. From a dataset of Forward reaction prediction with 1.9M reactions from USPTO patents (1976-2016). (1) Given the reactants [F:1][C:2]([F:7])([F:6])[C:3]([OH:5])=[O:4].[F:8][C:9]([F:14])([F:13])[C:10]([OH:12])=[O:11].[F:15][C:16]([F:21])([F:20])[C:17]([OH:19])=[O:18].[Cl:22][C:23]1[CH:24]=[N:25][C:26]2[NH:27][C:28]3[CH:29]=[N:30][CH:31]=[C:32]([CH:54]=3)[CH2:33][CH2:34][C:35]3[CH:43]=[C:39]([NH:40][C:41]=1[N:42]=2)[CH:38]=[CH:37][C:36]=3[NH:44][C:45](=[O:53])[CH2:46][CH:47]1[CH2:52][CH2:51][NH:50][CH2:49][CH2:48]1.Cl[C:56]1[S:57][C:58]2[CH:64]=[CH:63][CH:62]=[CH:61][C:59]=2[N:60]=1, predict the reaction product. The product is: [F:1][C:2]([F:7])([F:6])[C:3]([OH:5])=[O:4].[F:8][C:9]([F:14])([F:13])[C:10]([OH:12])=[O:11].[F:15][C:16]([F:21])([F:20])[C:17]([OH:19])=[O:18].[S:57]1[C:58]2[CH:64]=[CH:63][CH:62]=[CH:61][C:59]=2[N:60]=[C:56]1[N:50]1[CH2:51][CH2:52][CH:47]([CH2:46][C:45]([NH:44][C:36]2[CH:37]=[CH:38][C:39]3[NH:40][C:41]4[N:42]=[C:26]([NH:27][C:28]5[CH:29]=[N:30][CH:31]=[C:32]([CH:54]=5)[CH2:33][CH2:34][C:35]=2[CH:43]=3)[N:25]=[CH:24][C:23]=4[Cl:22])=[O:53])[CH2:48][CH2:49]1. (2) Given the reactants Br[C:2]1[CH:7]=[CH:6][C:5]([C:8]2[N:12]([CH2:13][C@@H:14]3[CH2:18][CH2:17][N:16]([C:19]([CH:21]4[CH2:23][CH2:22]4)=[O:20])[CH2:15]3)[C:11]3[CH:24]=[C:25]([C:28]([O:30][CH3:31])=[O:29])[CH:26]=[CH:27][C:10]=3[N:9]=2)=[CH:4][CH:3]=1.[F:32][C:33]1[CH:38]=[CH:37][C:36](B(O)O)=[CH:35][CH:34]=1, predict the reaction product. The product is: [CH:21]1([C:19]([N:16]2[CH2:17][CH2:18][C@@H:14]([CH2:13][N:12]3[C:11]4[CH:24]=[C:25]([C:28]([O:30][CH3:31])=[O:29])[CH:26]=[CH:27][C:10]=4[N:9]=[C:8]3[C:5]3[CH:6]=[CH:7][C:2]([C:36]4[CH:37]=[CH:38][C:33]([F:32])=[CH:34][CH:35]=4)=[CH:3][CH:4]=3)[CH2:15]2)=[O:20])[CH2:23][CH2:22]1. (3) The product is: [C:1]([O:5][C:6]([N:8]1[CH2:28][CH2:27][C:12]2=[C:13]([N:20]3[CH2:21][CH:22]([C:24]([N:33]4[CH2:34][CH2:35][CH2:36][CH2:37][C:31]([F:38])([F:30])[CH2:32]4)=[O:25])[CH2:23]3)[N:14]3[C:18]([N:19]=[C:11]2[CH2:10][CH2:9]1)=[CH:17][CH:16]=[N:15]3)=[O:7])([CH3:4])([CH3:3])[CH3:2]. Given the reactants [C:1]([O:5][C:6]([N:8]1[CH2:28][CH2:27][C:12]2=[C:13]([N:20]3[CH2:23][CH:22]([C:24](O)=[O:25])[CH2:21]3)[N:14]3[C:18]([N:19]=[C:11]2[CH2:10][CH2:9]1)=[CH:17][CH:16]=[N:15]3)=[O:7])([CH3:4])([CH3:3])[CH3:2].[Cl-].[F:30][C:31]1([F:38])[CH2:37][CH2:36][CH2:35][CH2:34][NH2+:33][CH2:32]1, predict the reaction product. (4) Given the reactants C(N(CC)CC)C.[CH:8]1([C:14](Cl)=[O:15])[CH2:13][CH2:12][CH2:11][CH2:10][CH2:9]1.[F:17][C:18]1[N:23]=[C:22]([N:24]2[CH2:29][CH2:28][N:27]([CH2:30][CH2:31][NH2:32])[CH2:26][CH2:25]2)[CH:21]=[CH:20][CH:19]=1.C(=O)([O-])[O-].[K+].[K+], predict the reaction product. The product is: [F:17][C:18]1[N:23]=[C:22]([N:24]2[CH2:29][CH2:28][N:27]([CH2:30][CH2:31][NH:32][C:14]([CH:8]3[CH2:13][CH2:12][CH2:11][CH2:10][CH2:9]3)=[O:15])[CH2:26][CH2:25]2)[CH:21]=[CH:20][CH:19]=1.